Task: Predict the reactants needed to synthesize the given product.. Dataset: Full USPTO retrosynthesis dataset with 1.9M reactions from patents (1976-2016) Given the product [CH:49]1([C@H:55]([NH:60][C:61]([C:63]2[O:64][C:65]([C:68]3[CH:69]=[C:70]([CH:71]=[CH:72][CH:73]=3)[CH2:74][NH:75][C:5](=[O:7])[C:4]3[CH:8]=[CH:9][N:10]=[C:2]([F:1])[CH:3]=3)=[CH:66][CH:67]=2)=[O:62])[C:56](=[O:59])[NH:57][CH3:58])[CH2:54][CH2:53][CH2:52][CH2:51][CH2:50]1, predict the reactants needed to synthesize it. The reactants are: [F:1][C:2]1[CH:3]=[C:4]([CH:8]=[CH:9][N:10]=1)[C:5]([OH:7])=O.CN(C(ON1N=NC2C=CC=NC1=2)=[N+](C)C)C.F[P-](F)(F)(F)(F)F.CCN(CC)CC.FC(F)(F)C(O)=O.[CH:49]1([C@H:55]([NH:60][C:61]([C:63]2[O:64][C:65]([C:68]3[CH:73]=[CH:72][CH:71]=[C:70]([CH2:74][NH2:75])[CH:69]=3)=[CH:66][CH:67]=2)=[O:62])[C:56](=[O:59])[NH:57][CH3:58])[CH2:54][CH2:53][CH2:52][CH2:51][CH2:50]1.